This data is from Forward reaction prediction with 1.9M reactions from USPTO patents (1976-2016). The task is: Predict the product of the given reaction. (1) The product is: [CH3:29][O:30][C:31]1[CH:32]=[C:33]2[C:38](=[CH:39][C:40]=1[O:41][CH3:42])[N:37]=[CH:36][N:35]=[C:34]2[O:43][C:44]1[CH:50]=[CH:49][C:47]([NH:48][C:59]([NH:58][C:56](=[O:57])[CH2:55][O:54][C:53]2[CH:61]=[CH:62][CH:63]=[CH:64][C:52]=2[CH3:51])=[S:60])=[CH:46][CH:45]=1. Given the reactants S(Cl)(Cl)=O.CC1C=CC=CC=1OCC(O)=O.CC1C=CC=CC=1OCC(Cl)=O.[CH3:29][O:30][C:31]1[CH:32]=[C:33]2[C:38](=[CH:39][C:40]=1[O:41][CH3:42])[N:37]=[CH:36][N:35]=[C:34]2[O:43][C:44]1[CH:50]=[CH:49][C:47]([NH2:48])=[CH:46][CH:45]=1.[CH3:51][C:52]1[CH:64]=[CH:63][CH:62]=[CH:61][C:53]=1[O:54][CH2:55][C:56]([N:58]=[C:59]=[S:60])=[O:57], predict the reaction product. (2) Given the reactants C(OC([NH:8][CH:9]1[CH2:12][N:11]([C:13]2[C:23]([C:24]#[N:25])=[CH:22][C:16]([C:17]([O:19][CH2:20][CH3:21])=[O:18])=[C:15]([CH3:26])[N:14]=2)[CH2:10]1)=O)(C)(C)C.[C:27]([OH:33])([C:29]([F:32])([F:31])[F:30])=[O:28], predict the reaction product. The product is: [F:30][C:29]([F:32])([F:31])[C:27]([OH:33])=[O:28].[F:30][C:29]([F:32])([F:31])[C:27]([OH:33])=[O:28].[NH2:8][CH:9]1[CH2:10][N:11]([C:13]2[C:23]([C:24]#[N:25])=[CH:22][C:16]([C:17]([O:19][CH2:20][CH3:21])=[O:18])=[C:15]([CH3:26])[N:14]=2)[CH2:12]1. (3) Given the reactants [NH2:1][C:2]1[CH:3]=[CH:4][C:5]([O:28][CH3:29])=[C:6]([CH2:8][CH2:9][N:10]2[CH2:15][CH2:14][CH:13]([N:16]3[C:24]4[C:19](=[CH:20][CH:21]=[C:22]([C:25]([NH2:27])=[O:26])[CH:23]=4)[CH:18]=[CH:17]3)[CH2:12][CH2:11]2)[CH:7]=1.[C:30](OC(=O)C)(=[O:32])[CH3:31].N1C=CC=CC=1, predict the reaction product. The product is: [C:30]([NH:1][C:2]1[CH:3]=[CH:4][C:5]([O:28][CH3:29])=[C:6]([CH2:8][CH2:9][N:10]2[CH2:15][CH2:14][CH:13]([N:16]3[C:24]4[C:19](=[CH:20][CH:21]=[C:22]([C:25]([NH2:27])=[O:26])[CH:23]=4)[CH:18]=[CH:17]3)[CH2:12][CH2:11]2)[CH:7]=1)(=[O:32])[CH3:31]. (4) The product is: [Cl:15][C:9]1[CH:10]=[CH:11][CH:12]=[C:13]([F:14])[C:8]=1[C:7]([NH:6][C@H:5]([C:4]([OH:3])=[O:36])[CH2:17][C:18]1[CH:19]=[CH:20][C:21]([C:24]2[C:29]([O:30][CH3:31])=[CH:28][C:27]([CH2:32][O:33][CH2:42][CH3:43])=[CH:26][C:25]=2[O:34][CH3:35])=[CH:22][CH:23]=1)=[O:16]. Given the reactants C([O:3][C:4](=[O:36])[C@H:5]([CH2:17][C:18]1[CH:23]=[CH:22][C:21]([C:24]2[C:29]([O:30][CH3:31])=[CH:28][C:27]([CH:32]=[O:33])=[CH:26][C:25]=2[O:34][CH3:35])=[CH:20][CH:19]=1)[NH:6][C:7](=[O:16])[C:8]1[C:13]([F:14])=[CH:12][CH:11]=[CH:10][C:9]=1[Cl:15])C.[Li+].[OH-].OO.Cl.[CH2:42]1COC[CH2:43]1, predict the reaction product. (5) Given the reactants [CH3:1][O:2][C:3]1[CH:12]=[CH:11][C:10]([N:13]2[CH2:18][CH2:17][N:16]([CH3:19])[CH2:15][CH2:14]2)=[C:9]2[C:4]=1[CH2:5][CH2:6][NH:7][CH2:8]2.[C:20]([O:24][C:25]([NH:27][CH2:28][C:29](O)=[O:30])=[O:26])([CH3:23])([CH3:22])[CH3:21].CN(C(ON1N=NC2C=CC=NC1=2)=[N+](C)C)C.F[P-](F)(F)(F)(F)F, predict the reaction product. The product is: [C:20]([O:24][C:25](=[O:26])[NH:27][CH2:28][C:29]([N:7]1[CH2:6][CH2:5][C:4]2[C:9](=[C:10]([N:13]3[CH2:14][CH2:15][N:16]([CH3:19])[CH2:17][CH2:18]3)[CH:11]=[CH:12][C:3]=2[O:2][CH3:1])[CH2:8]1)=[O:30])([CH3:23])([CH3:21])[CH3:22]. (6) The product is: [OH2:6].[OH2:11].[OH2:1].[OH2:6].[C:4]([O-:7])(=[O:6])[CH3:5].[Ni+2:2].[C:9]([O-:12])(=[O:11])[CH3:10]. Given the reactants [OH-:1].[Ni+2:2].[OH-].[C:4]([O-:7])(=[O:6])[CH3:5].[Ni+2].[C:9]([O-:12])(=[O:11])[CH3:10], predict the reaction product. (7) Given the reactants C(OC(=O)[NH:7][C:8]1([C:16]2[CH:21]=[CH:20][C:19]([C:22]3[C:31]([C:32]4[CH:37]=[CH:36][CH:35]=[CH:34][CH:33]=4)=[CH:30][C:29]4[C:28]5=[N:38][N:39]=[C:40]([C:41]6[N:42]=[CH:43][N:44]([CH3:46])[CH:45]=6)[N:27]5[CH:26]=[CH:25][C:24]=4[N:23]=3)=[CH:18][CH:17]=2)[CH2:11][C:10]2([O:15][CH2:14][CH2:13][O:12]2)[CH2:9]1)(C)(C)C.C(O)(C(F)(F)F)=O, predict the reaction product. The product is: [CH3:46][N:44]1[CH:45]=[C:41]([C:40]2[N:27]3[C:28]([C:29]4[CH:30]=[C:31]([C:32]5[CH:37]=[CH:36][CH:35]=[CH:34][CH:33]=5)[C:22]([C:19]5[CH:18]=[CH:17][C:16]([C:8]6([NH2:7])[CH2:11][C:10]7([O:15][CH2:14][CH2:13][O:12]7)[CH2:9]6)=[CH:21][CH:20]=5)=[N:23][C:24]=4[CH:25]=[CH:26]3)=[N:38][N:39]=2)[N:42]=[CH:43]1. (8) Given the reactants [C:1]1([Mg]Br)[CH:6]=[CH:5][CH:4]=[CH:3][CH:2]=1.[CH2:9]([CH:11]1[O:13][CH2:12]1)[Br:10].O.CC(C)=O.OS(O)(=O)=O.O=[Cr](=O)=O, predict the reaction product. The product is: [Br:10][CH2:9][C:11]([CH2:12][C:1]1[CH:6]=[CH:5][CH:4]=[CH:3][CH:2]=1)=[O:13]. (9) Given the reactants [CH2:1]([Li])[CH2:2][CH2:3][CH3:4].O=C1CC[N:10]([C:13]([O:15][C:16]([CH3:19])([CH3:18])[CH3:17])=[O:14])[CH2:9][CH2:8]1, predict the reaction product. The product is: [CH2:4]=[C:3]1[CH2:8][CH2:9][N:10]([C:13]([O:15][C:16]([CH3:19])([CH3:18])[CH3:17])=[O:14])[CH2:1][CH2:2]1.